Dataset: Forward reaction prediction with 1.9M reactions from USPTO patents (1976-2016). Task: Predict the product of the given reaction. (1) Given the reactants Br[CH:2]([CH3:4])[CH3:3].[Mg].[Cl:6][C:7]1[CH:8]=[C:9]([C@@H:14]2[CH2:23][CH2:22][C:21](=[O:24])[C:20]3[CH:19]=[C:18]([C:25]([NH2:27])=[O:26])[CH:17]=[CH:16][C:15]2=3)[CH:10]=[CH:11][C:12]=1[Cl:13], predict the reaction product. The product is: [Cl:6][C:7]1[CH:8]=[C:9]([C@@H:14]2[CH2:23][CH2:22][C:21]([OH:24])([CH:2]([CH3:4])[CH3:3])[C:20]3[CH:19]=[C:18]([C:25]([NH2:27])=[O:26])[CH:17]=[CH:16][C:15]2=3)[CH:10]=[CH:11][C:12]=1[Cl:13]. (2) Given the reactants [C:1]1(C(OCC)=O)([C:11]([O:13][CH2:14][CH3:15])=[O:12])[C:10]2[C:5](=[CH:6][CH:7]=[CH:8][CH:9]=2)[CH2:4][CH2:3][CH2:2]1.[Cl-].[Na+].O, predict the reaction product. The product is: [CH:1]1([C:11]([O:13][CH2:14][CH3:15])=[O:12])[C:10]2[C:5](=[CH:6][CH:7]=[CH:8][CH:9]=2)[CH2:4][CH2:3][CH2:2]1. (3) The product is: [F:1][C:2]1[CH:7]=[CH:6][C:5]2=[N:8][N:9]([C:10]3[CH:15]=[C:14]([O:16][CH3:17])[CH:13]=[C:12]([CH2:18][OH:19])[C:11]=3[OH:20])[N:21]=[C:4]2[CH:3]=1. Given the reactants [F:1][C:2]1[CH:7]=[CH:6][C:5]([N:8]=[N:9][C:10]2[CH:15]=[C:14]([O:16][CH3:17])[CH:13]=[C:12]([CH2:18][OH:19])[C:11]=2[OH:20])=[C:4]([N+:21]([O-])=O)[CH:3]=1.[OH-].[Na+].C(S(O)=O)(N)=N.Cl, predict the reaction product.